From a dataset of Reaction yield outcomes from USPTO patents with 853,638 reactions. Predict the reaction yield, written as a fraction of the theoretical maximum amount of product (1.0 means a 100% yield; for example, 0.34 means a 34% yield). (1) The reactants are [Mg].[F:2][C:3]([F:12])([F:11])[C:4]1[CH:9]=[CH:8][C:7](Br)=[CH:6][CH:5]=1.C([O:16][B:17](OC(C)C)[O:18]C(C)C)(C)C.Cl. The catalyst is CCOCC.C1COCC1.CCOCC. The product is [F:2][C:3]([F:12])([F:11])[C:4]1[CH:9]=[CH:8][C:7]([B:17]([OH:18])[OH:16])=[CH:6][CH:5]=1. The yield is 0.350. (2) The reactants are [OH:1][CH2:2][CH2:3][C:4]1[CH:5]=[C:6]([N:10]2[CH2:14][CH2:13][NH:12][C:11]2=[O:15])[CH:7]=[CH:8][CH:9]=1.C(N(CC)CC)C.[CH3:23][S:24](Cl)(=[O:26])=[O:25]. The catalyst is C(#N)C.C(OCC)(=O)C. The product is [CH3:23][S:24]([O:1][CH2:2][CH2:3][C:4]1[CH:9]=[CH:8][CH:7]=[C:6]([N:10]2[CH2:14][CH2:13][NH:12][C:11]2=[O:15])[CH:5]=1)(=[O:26])=[O:25]. The yield is 0.900. (3) The reactants are [C:1]([O:5][C:6](=[O:31])[NH:7][CH:8]([C:10](=[O:30])[NH:11][C:12]1[CH:17]=[CH:16][CH:15]=[C:14]([Cl:18])[C:13]=1[C:19](=O)[NH:20][C:21]1[CH:26]=[C:25]([F:27])[CH:24]=[C:23]([F:28])[CH:22]=1)[CH3:9])([CH3:4])([CH3:3])[CH3:2].C(N(CC)C(C)C)(C)C.C1(P(C2C=CC=CC=2)C2C=CC=CC=2)C=CC=CC=1.II. The catalyst is C(Cl)Cl. The product is [C:1]([O:5][C:6](=[O:31])[NH:7][CH:8]([C:10]1[O:30][CH:19]([NH:20][C:21]2[CH:26]=[C:25]([F:27])[CH:24]=[C:23]([F:28])[CH:22]=2)[C:13]2[C:14]([Cl:18])=[CH:15][CH:16]=[CH:17][C:12]=2[N:11]=1)[CH3:9])([CH3:4])([CH3:3])[CH3:2]. The yield is 0.520. (4) The yield is 0.500. The reactants are [OH-:1].[Li+].[C:3]([C:6]1[CH:29]=[CH:28][C:9]([O:10][CH2:11][C:12]2[CH:27]=[CH:26][C:15]([C:16]([C:18]3[CH:19]=[N:20][CH:21]=[C:22]([CH:25]=3)[C:23]#N)=[O:17])=[CH:14][CH:13]=2)=[C:8]([CH2:30][CH2:31][CH3:32])[C:7]=1[OH:33])(=[O:5])[CH3:4].[OH2:34]. The catalyst is O1CCOCC1.CCOCC. The product is [C:3]([C:6]1[CH:29]=[CH:28][C:9]([O:10][CH2:11][C:12]2[CH:27]=[CH:26][C:15]([C:16]([C:18]3[CH:19]=[N:20][CH:21]=[C:22]([CH:25]=3)[C:23]([OH:34])=[O:1])=[O:17])=[CH:14][CH:13]=2)=[C:8]([CH2:30][CH2:31][CH3:32])[C:7]=1[OH:33])(=[O:5])[CH3:4]. (5) The product is [N:1]1[CH:6]=[CH:5][CH:4]=[C:3]([C:7]2[N:16]=[C:15]([C:17]([N:27]3[CH2:26][CH2:25][C:24]4[C:29](=[CH:30][CH:31]=[C:32]([O:33][CH3:34])[C:23]=4[O:22][CH3:21])[CH2:28]3)=[O:19])[C:14]3[C:9](=[CH:10][CH:11]=[CH:12][CH:13]=3)[N:8]=2)[CH:2]=1. The yield is 0.0700. No catalyst specified. The reactants are [N:1]1[CH:6]=[CH:5][CH:4]=[C:3]([C:7]2[N:16]=[C:15]([C:17]([OH:19])=O)[C:14]3[C:9](=[CH:10][CH:11]=[CH:12][CH:13]=3)[N:8]=2)[CH:2]=1.Cl.[CH3:21][O:22][C:23]1[C:32]([O:33][CH3:34])=[CH:31][CH:30]=[C:29]2[C:24]=1[CH2:25][CH2:26][NH:27][CH2:28]2. (6) The reactants are CCN(C(C)C)C(C)C.[CH2:10]([O:17][N:18]1[C:24](=[O:25])[N:23]2[CH2:26][C@H:19]1[CH2:20][CH2:21][C@H:22]2[C:27]([OH:29])=O)[C:11]1[CH:16]=[CH:15][CH:14]=[CH:13][CH:12]=1.[NH:30]([C:32]([N:34]1[CH2:39][CH2:38][N:37]([C:40]([O:42][C:43]([CH3:46])([CH3:45])[CH3:44])=[O:41])[CH2:36][CH2:35]1)=[O:33])[NH2:31].CN(C(ON1N=NC2C=CC=NC1=2)=[N+](C)C)C.F[P-](F)(F)(F)(F)F. The catalyst is CN(C=O)C.O. The product is [CH2:10]([O:17][N:18]1[C:24](=[O:25])[N:23]2[CH2:26][C@H:19]1[CH2:20][CH2:21][C@H:22]2[C:27]([NH:31][NH:30][C:32]([N:34]1[CH2:35][CH2:36][N:37]([C:40]([O:42][C:43]([CH3:46])([CH3:45])[CH3:44])=[O:41])[CH2:38][CH2:39]1)=[O:33])=[O:29])[C:11]1[CH:12]=[CH:13][CH:14]=[CH:15][CH:16]=1. The yield is 0.540. (7) The reactants are [F:1][C:2]1[CH:10]=[C:9]([C:11]([F:14])([F:13])[F:12])[CH:8]=[C:7]([C:15]([F:18])([F:17])[F:16])[C:3]=1[C:4](Cl)=[O:5].[NH2:19][C:20]1[CH:21]=[CH:22][C:23]([C:26]([O:28][CH3:29])=[O:27])=[N:24][CH:25]=1.N1C=CC=CC=1.Cl. The catalyst is ClCCl. The product is [F:1][C:2]1[CH:10]=[C:9]([C:11]([F:14])([F:13])[F:12])[CH:8]=[C:7]([C:15]([F:18])([F:17])[F:16])[C:3]=1[C:4]([NH:19][C:20]1[CH:21]=[CH:22][C:23]([C:26]([O:28][CH3:29])=[O:27])=[N:24][CH:25]=1)=[O:5]. The yield is 0.610. (8) The reactants are [Cl:1][C:2]1[CH:9]=[C:8]([C:10]2[N:14]([CH:15]3[CH2:20][CH2:19][CH2:18][CH2:17][O:16]3)[N:13]=[CH:12][CH:11]=2)[CH:7]=[CH:6][C:3]=1[C:4]#[N:5].[Br:21]N1C(=O)CCC1=O.OS([O-])=O.[Na+]. The catalyst is C(#N)C. The product is [Br:21][C:11]1[CH:12]=[N:13][N:14]([CH:15]2[CH2:20][CH2:19][CH2:18][CH2:17][O:16]2)[C:10]=1[C:8]1[CH:7]=[CH:6][C:3]([C:4]#[N:5])=[C:2]([Cl:1])[CH:9]=1. The yield is 0.820. (9) The reactants are [CH3:1][O:2][C:3]1[CH:4]=[C:5]([NH:11][C:12](SC)=[C:13]2[C:18](=[O:19])[O:17][C:16]([CH3:21])([CH3:20])[O:15][C:14]2=[O:22])[CH:6]=[CH:7][C:8]=1[O:9][CH3:10].[CH3:25][NH2:26]. The catalyst is C1COCC1.Cl[Hg]Cl. The product is [CH3:1][O:2][C:3]1[CH:4]=[C:5]([NH:11][C:12]([NH:26][CH3:25])=[C:13]2[C:18](=[O:19])[O:17][C:16]([CH3:21])([CH3:20])[O:15][C:14]2=[O:22])[CH:6]=[CH:7][C:8]=1[O:9][CH3:10]. The yield is 0.990.